Task: Predict which catalyst facilitates the given reaction.. Dataset: Catalyst prediction with 721,799 reactions and 888 catalyst types from USPTO (1) Reactant: [CH3:1][S:2]([C:5]1[CH:10]=[CH:9][C:8]([CH:11]2[CH2:16][CH2:15][CH:14]([O:17][CH2:18][CH:19]3[CH2:24][CH2:23][N:22](C(OC(C)(C)C)=O)[CH2:21][CH2:20]3)[CH2:13][CH2:12]2)=[CH:7][CH:6]=1)(=[O:4])=[O:3].[ClH:32]. Product: [ClH:32].[CH3:1][S:2]([C:5]1[CH:10]=[CH:9][C:8]([CH:11]2[CH2:12][CH2:13][CH:14]([O:17][CH2:18][CH:19]3[CH2:24][CH2:23][NH:22][CH2:21][CH2:20]3)[CH2:15][CH2:16]2)=[CH:7][CH:6]=1)(=[O:4])=[O:3]. The catalyst class is: 12. (2) Reactant: FC(F)(F)C(O)=O.[Cl:8][C:9]1[C:10]([F:38])=[C:11]([CH:15]2[C:19]([C:22]3[CH:27]=[CH:26][C:25]([Cl:28])=[CH:24][C:23]=3[F:29])([C:20]#[N:21])[CH:18]([CH2:30][C:31]([CH3:34])([CH3:33])[CH3:32])[NH:17][CH:16]2[C:35](O)=[O:36])[CH:12]=[CH:13][CH:14]=1.[NH2:39][C:40]1[C:41]([CH3:46])=[N:42][CH:43]=[CH:44][CH:45]=1.CN(C(ON1N=NC2C=CC=NC1=2)=[N+](C)C)C.F[P-](F)(F)(F)(F)F.CCN(C(C)C)C(C)C. Product: [CH3:46][C:41]1[C:40]([NH:39][C:35]([CH:16]2[CH:15]([C:11]3[CH:12]=[CH:13][CH:14]=[C:9]([Cl:8])[C:10]=3[F:38])[C:19]([C:22]3[CH:27]=[CH:26][C:25]([Cl:28])=[CH:24][C:23]=3[F:29])([C:20]#[N:21])[CH:18]([CH2:30][C:31]([CH3:34])([CH3:33])[CH3:32])[NH:17]2)=[O:36])=[CH:45][CH:44]=[CH:43][N:42]=1. The catalyst class is: 2. (3) Reactant: [CH2:1]([C:4]1([CH2:29][CH:30]=[CH2:31])[C:27](=[O:28])[N:7]2[CH2:8][CH2:9][N:10](C(OC(C)(C)C)=O)[CH:11]([C:12]3[CH:17]=[CH:16][C:15]([CH3:18])=[CH:14][C:13]=3[CH3:19])[CH:6]2[CH2:5]1)[CH:2]=[CH2:3].C(O)(C(F)(F)F)=O. Product: [CH2:29]([C:4]1([CH2:1][CH:2]=[CH2:3])[C:27](=[O:28])[N:7]2[CH2:8][CH2:9][NH:10][CH:11]([C:12]3[CH:17]=[CH:16][C:15]([CH3:18])=[CH:14][C:13]=3[CH3:19])[CH:6]2[CH2:5]1)[CH:30]=[CH2:31]. The catalyst class is: 2. (4) Reactant: [F:1][C:2]1[CH:3]=[C:4]([CH:7]=[C:8]([O:10][CH2:11][CH2:12][CH2:13][CH2:14][CH2:15][CH3:16])[CH:9]=1)[C:5]#N.C([OH:19])C.[OH-:20].[Na+].Cl. Product: [F:1][C:2]1[CH:3]=[C:4]([CH:7]=[C:8]([O:10][CH:11]2[CH2:16][CH2:15][CH2:14][CH2:13][CH2:12]2)[CH:9]=1)[C:5]([OH:19])=[O:20]. The catalyst class is: 6.